This data is from Reaction yield outcomes from USPTO patents with 853,638 reactions. The task is: Predict the reaction yield, written as a fraction of the theoretical maximum amount of product (1.0 means a 100% yield; for example, 0.34 means a 34% yield). (1) The reactants are [NH2:1][C:2]1[CH:3]=[C:4]([OH:8])[CH:5]=[CH:6][CH:7]=1.CC(C)([O-])C.[K+].I[C:16]1[CH:17]=[CH:18][C:19]2[N:20]([CH:22]=[C:23]([NH:25][C:26](=[O:29])[CH2:27][CH3:28])[N:24]=2)[N:21]=1.C(=O)([O-])[O-].[K+].[K+]. The catalyst is CN(C)C=O.[Cl-].[Na+].O. The product is [NH2:1][C:2]1[CH:3]=[C:4]([CH:5]=[CH:6][CH:7]=1)[O:8][C:16]1[CH:17]=[CH:18][C:19]2[N:20]([CH:22]=[C:23]([NH:25][C:26](=[O:29])[CH2:27][CH3:28])[N:24]=2)[N:21]=1. The yield is 0.560. (2) The reactants are CCN(C(C)C)C(C)C.[N:10]1[CH:15]=[CH:14][CH:13]=[C:12]([N:16]2[CH:20]=[C:19]([C:21]([NH:23][CH2:24][C:25]([OH:27])=O)=[O:22])[N:18]=[N:17]2)[CH:11]=1.NC1C=NC=CC=1.C1C=CC2N(O)N=NC=2C=1.CCN=C=NCCCN(C)C.Cl.[F:57][C:58]1[CH:69]=[CH:68][C:67]([F:70])=[CH:66][C:59]=1[O:60][CH:61]1[CH2:65][CH2:64][NH:63][CH2:62]1.FC(F)(F)C1C=C(C=CC=1)OC1CCNC1. The catalyst is CN(C=O)C.O. The product is [F:57][C:58]1[CH:69]=[CH:68][C:67]([F:70])=[CH:66][C:59]=1[O:60][CH:61]1[CH2:65][CH2:64][N:63]([C:25](=[O:27])[CH2:24][NH:23][C:21]([C:19]2[N:18]=[N:17][N:16]([C:12]3[CH:11]=[N:10][CH:15]=[CH:14][CH:13]=3)[CH:20]=2)=[O:22])[CH2:62]1. The yield is 0.372. (3) The reactants are Cl[Sn]Cl.Cl.[CH3:5][N:6]1[CH2:11][CH2:10][N:9]([C:12]2[CH:17]=[CH:16][C:15]([N+:18]([O-])=O)=[CH:14][C:13]=2[CH2:21][N:22]2[CH2:27][CH2:26][N:25]([CH3:28])[CH2:24][CH2:23]2)[CH2:8][CH2:7]1.C([O-])([O-])=O.[Na+].[Na+]. The catalyst is C1COCC1. The product is [CH3:5][N:6]1[CH2:7][CH2:8][N:9]([C:12]2[CH:17]=[CH:16][C:15]([NH2:18])=[CH:14][C:13]=2[CH2:21][N:22]2[CH2:23][CH2:24][N:25]([CH3:28])[CH2:26][CH2:27]2)[CH2:10][CH2:11]1. The yield is 0.630.